The task is: Regression. Given a peptide amino acid sequence and an MHC pseudo amino acid sequence, predict their binding affinity value. This is MHC class II binding data.. This data is from Peptide-MHC class II binding affinity with 134,281 pairs from IEDB. (1) The peptide sequence is VPPADKYKTFEAAFT. The MHC is DRB5_0101 with pseudo-sequence DRB5_0101. The binding affinity (normalized) is 0.436. (2) The peptide sequence is AAATAGTTVYGAPAA. The MHC is HLA-DPA10103-DPB10401 with pseudo-sequence HLA-DPA10103-DPB10401. The binding affinity (normalized) is 0. (3) The peptide sequence is PIVNRNGEVIGLYGN. The MHC is DRB5_0101 with pseudo-sequence DRB5_0101. The binding affinity (normalized) is 0.361.